From a dataset of Forward reaction prediction with 1.9M reactions from USPTO patents (1976-2016). Predict the product of the given reaction. (1) Given the reactants Br[C:2]1[C:11]2[C:6](=[CH:7][CH:8]=[CH:9][CH:10]=2)[CH:5]=[N:4][CH:3]=1.[CH3:12][Mg]Br.C(OCC)C.Cl, predict the reaction product. The product is: [CH3:12][C:2]1[C:11]2[C:6](=[CH:7][CH:8]=[CH:9][CH:10]=2)[CH:5]=[N:4][CH:3]=1. (2) Given the reactants [Br:1][C:2]1[CH:3]=[C:4]([CH:8]=[C:9]([CH3:11])[CH:10]=1)[CH:5]=[N:6]O.C1(P(C2C=CC=CC=2)C2C=CC=CC=2)C=CC=CC=1.C(Cl)(Cl)(Cl)Cl, predict the reaction product. The product is: [Br:1][C:2]1[CH:3]=[C:4]([CH:8]=[C:9]([CH3:11])[CH:10]=1)[C:5]#[N:6]. (3) Given the reactants [CH2:1]([N:3]1[CH:11]=[C:10]2[C:5]([CH:6]=[C:7]([C:13]([O:15][CH3:16])=[O:14])[CH:8]=[C:9]2[OH:12])=[N:4]1)[CH3:2].[H-].[Na+].Br[C:20]1[CH:21]=[N:22][C:23]([C:26]([N:28]([CH3:30])[CH3:29])=[O:27])=[N:24][CH:25]=1, predict the reaction product. The product is: [CH3:29][N:28]([CH3:30])[C:26]([C:23]1[N:22]=[CH:21][C:20]([O:12][C:9]2[C:10]3[C:5]([CH:6]=[C:7]([C:13]([O:15][CH3:16])=[O:14])[CH:8]=2)=[N:4][N:3]([CH2:1][CH3:2])[CH:11]=3)=[CH:25][N:24]=1)=[O:27]. (4) Given the reactants C[Al](C)C.[CH3:5][NH2:6].C(O[C:10](=[O:40])[C:11]1[CH:16]=[CH:15][CH:14]=[C:13]([NH:17][C:18]([C:20]2[N:24]3[N:25]=[C:26]([NH:30][CH2:31][C:32]4[CH:37]=[CH:36][C:35]([O:38][CH3:39])=[CH:34][CH:33]=4)[CH:27]=[C:28]([CH3:29])[C:23]3=[N:22][CH:21]=2)=[O:19])[CH:12]=1)C, predict the reaction product. The product is: [CH3:5][NH:6][C:10]([C:11]1[CH:12]=[C:13]([NH:17][C:18]([C:20]2[N:24]3[N:25]=[C:26]([NH:30][CH2:31][C:32]4[CH:37]=[CH:36][C:35]([O:38][CH3:39])=[CH:34][CH:33]=4)[CH:27]=[C:28]([CH3:29])[C:23]3=[N:22][CH:21]=2)=[O:19])[CH:14]=[CH:15][CH:16]=1)=[O:40]. (5) Given the reactants [CH3:1][C:2]1([CH3:15])[O:6][C@@H:5]([CH2:7][N:8]2[C:12]([CH3:13])=[C:11](I)[CH:10]=[N:9]2)[CH2:4][O:3]1.C1COCC1.C([Mg]Cl)(C)C.CO[B:28]1[O:32][C:31]([CH3:34])([CH3:33])[C:30]([CH3:36])([CH3:35])[O:29]1.[NH4+].[Cl-], predict the reaction product. The product is: [CH3:1][C:2]1([CH3:15])[O:6][C@@H:5]([CH2:7][N:8]2[C:12]([CH3:13])=[C:11]([B:28]3[O:32][C:31]([CH3:34])([CH3:33])[C:30]([CH3:36])([CH3:35])[O:29]3)[CH:10]=[N:9]2)[CH2:4][O:3]1. (6) Given the reactants Cl[C:2]1[N:7]=[C:6]([C:8]([F:11])([F:10])[F:9])[CH:5]=[C:4]([C:12]2[CH:13]=[N:14][C:15]([C:18]([F:21])([F:20])[F:19])=[CH:16][CH:17]=2)[N:3]=1.[I:22][C:23]1[N:24]=[CH:25][NH:26][CH:27]=1, predict the reaction product. The product is: [I:22][C:23]1[N:24]=[CH:25][N:26]([C:2]2[N:7]=[C:6]([C:8]([F:11])([F:10])[F:9])[CH:5]=[C:4]([C:12]3[CH:13]=[N:14][C:15]([C:18]([F:21])([F:20])[F:19])=[CH:16][CH:17]=3)[N:3]=2)[CH:27]=1. (7) Given the reactants OC(C(F)(F)F)=O.[NH:8]1[CH2:11][CH:10]([NH:12][C:13](=[O:30])[CH2:14][NH:15][C:16]2[C:24]3[C:19](=[CH:20][CH:21]=[C:22]([C:25]([F:28])([F:27])[F:26])[CH:23]=3)[N:18]([CH3:29])[N:17]=2)[CH2:9]1.[CH2:31]([O:33][C:34]([CH:36]1[CH2:41][CH2:40][C:39](=O)[CH2:38][CH2:37]1)=[O:35])[CH3:32], predict the reaction product. The product is: [CH2:31]([O:33][C:34]([CH:36]1[CH2:41][CH2:40][CH:39]([N:8]2[CH2:9][CH:10]([NH:12][C:13](=[O:30])[CH2:14][NH:15][C:16]3[C:24]4[C:19](=[CH:20][CH:21]=[C:22]([C:25]([F:27])([F:26])[F:28])[CH:23]=4)[N:18]([CH3:29])[N:17]=3)[CH2:11]2)[CH2:38][CH2:37]1)=[O:35])[CH3:32]. (8) Given the reactants [I:1][C:2]1[CH:11]=[CH:10][C:5]2[NH:6][C:7]([CH3:9])=[N:8][C:4]=2[CH:3]=1.Cl[Si](C)(C)C.[O:17]1[CH2:21]CC[CH2:18]1.C[C:23](C)([O-:25])C.[K+], predict the reaction product. The product is: [CH3:18][O:17][CH:21]([O:25][CH3:23])[N:6]1[C:5]2[CH:10]=[CH:11][C:2]([I:1])=[CH:3][C:4]=2[N:8]=[C:7]1[CH3:9]. (9) Given the reactants [F:1][C:2]([F:14])([F:13])[C:3]1[C:7]([C:8]([O:10][CH2:11][CH3:12])=[O:9])=[CH:6][NH:5][N:4]=1.[CH2:15]=[O:16], predict the reaction product. The product is: [OH:16][CH2:15][N:5]1[CH:6]=[C:7]([C:8]([O:10][CH2:11][CH3:12])=[O:9])[C:3]([C:2]([F:1])([F:13])[F:14])=[N:4]1. (10) Given the reactants [Cl:1][C:2]1[CH:14]=[CH:13][C:5]2[S:6][C:7](B(O)O)=[C:8]([CH3:9])[C:4]=2[CH:3]=1.[Cl:15][C:16]1[N:21]=[C:20](Cl)[CH:19]=[CH:18][N:17]=1.C1COCC1.O.C([O-])([O-])=O.[Na+].[Na+], predict the reaction product. The product is: [Cl:15][C:16]1[N:21]=[C:20]([C:7]2[S:6][C:5]3[CH:13]=[CH:14][C:2]([Cl:1])=[CH:3][C:4]=3[C:8]=2[CH3:9])[CH:19]=[CH:18][N:17]=1.